Dataset: Experimentally validated miRNA-target interactions with 360,000+ pairs, plus equal number of negative samples. Task: Binary Classification. Given a miRNA mature sequence and a target amino acid sequence, predict their likelihood of interaction. (1) The miRNA is hsa-miR-410-5p with sequence AGGUUGUCUGUGAUGAGUUCG. The protein sequence of the target gene is MNIRKPLCSNSVVGACTLISLTTAVILGHLMLRELMLLPQDLHESSSGLWKTYRPHHQEGYKPGPLHIQEQTEQPKEAPTQCDVPPSSRFDCAPDKGISQEQCEARGCCYVPAGQVLKEPQIGQPWCFFPPSYPSYRLENLSSTESGYTATLTRTSPTFFPKDVLTLQLEVLMETDSRLHFKIKDPASKRYEVPLETPRVLSQAPSPLYSVEFSEEPFGVIVRRKLGGRVLLNTTVAPLFFADQFLQLSTSLPSQHITGLGEHLSPLMLSTDWARITLWNRDTPPSQGTNLYGSHPFYLA.... Result: 0 (no interaction). (2) The miRNA is mmu-miR-1195 with sequence UGAGUUCGAGGCCAGCCUGCUCA. The protein sequence of the target gene is MVSLQVSPLSQTLILAFLLPQALPAGVFELQIHSFGPGPGLGTPRSPCNARGPCRLFFRVCLKPGVSQEATESLCALGAALSTSVPVYTEHPGESAAALPLPDGLVRVPFRDAWPGTFSLVIETWREQLGEHAGGPAWNLLARVVGRRRLAAGGPWARDVQRTGTWELHFSYRARCEPPAVGAACARLCRSRSAPSRCGPGLRPCTPFPDECEAPSVCRPGCSPEHGYCEEPDECRCLEGWTGPLCTVPVSTSSCLNSRVPGPASTGCLLPGPGPCDGNPCANGGSCSETSGSFECACPR.... Result: 1 (interaction).